From a dataset of Reaction yield outcomes from USPTO patents with 853,638 reactions. Predict the reaction yield, written as a fraction of the theoretical maximum amount of product (1.0 means a 100% yield; for example, 0.34 means a 34% yield). (1) The reactants are [NH2:1][N:2]1[C:7](=[O:8])[C:6]([C:9]2[NH:14][C:13]3[CH:15]=[CH:16][CH:17]=[CH:18][C:12]=3[S:11](=[O:20])(=[O:19])[N:10]=2)=[C:5]([OH:21])[C:4]2[S:22][CH:23]=[CH:24][C:3]1=2.[CH2:25]([CH:27]([CH2:30][CH3:31])[CH:28]=O)[CH3:26]. The catalyst is CN(C)C(=O)C. The product is [O:19]=[S:11]1(=[O:20])[C:12]2[CH:18]=[CH:17][CH:16]=[CH:15][C:13]=2[NH:14][C:9]([C:6]2[C:7](=[O:8])[N:2]([N:1]=[CH:28][CH:27]([CH2:30][CH3:31])[CH2:25][CH3:26])[C:3]3[CH:24]=[CH:23][S:22][C:4]=3[C:5]=2[OH:21])=[N:10]1. The yield is 0.680. (2) The reactants are Br[C:2]1[N:6]2[CH:7]=[CH:8][C:9]([C:12]([OH:15])([CH3:14])[CH3:13])=[C:10]([F:11])[C:5]2=[N:4][CH:3]=1.[Cl:16][C:17]1[CH:18]=[C:19](B(O)O)[CH:20]=[CH:21][C:22]=1[F:23]. No catalyst specified. The product is [Cl:16][C:17]1[CH:18]=[C:19]([C:2]2[N:6]3[CH:7]=[CH:8][C:9]([C:12]([OH:15])([CH3:14])[CH3:13])=[C:10]([F:11])[C:5]3=[N:4][CH:3]=2)[CH:20]=[CH:21][C:22]=1[F:23]. The yield is 0.850. (3) The reactants are [CH3:1][O:2][C:3]1[CH:8]=[CH:7][CH:6]=[CH:5][C:4]=1[C:9]1[O:10][C:11]2[CH:17]=[CH:16][C:15]([C:18]([OH:20])=O)=[CH:14][C:12]=2[CH:13]=1.[C:21]1([S:31]([NH2:34])(=[O:33])=[O:32])[C:22]([S:27]([NH2:30])(=[O:29])=[O:28])=[CH:23][CH:24]=[CH:25][CH:26]=1. The catalyst is CN(C)C1C=CN=CC=1.CN(C)C=O. The product is [CH3:1][O:2][C:3]1[CH:8]=[CH:7][CH:6]=[CH:5][C:4]=1[C:9]1[O:10][C:11]2[CH:17]=[CH:16][C:15]([C:18]([NH:34][S:31]([C:21]3[CH:26]=[CH:25][CH:24]=[CH:23][C:22]=3[S:27](=[O:29])(=[O:28])[NH2:30])(=[O:33])=[O:32])=[O:20])=[CH:14][C:12]=2[CH:13]=1. The yield is 0.830. (4) The reactants are C(N(CC)CC)C.[CH:8]([C:10]1[C:18]2[C:13](=[CH:14][CH:15]=[CH:16][CH:17]=2)[N:12](C(OC(C)(C)C)=O)[CH:11]=1)=[O:9].[CH3:26][O:27][C:28]1[CH:29]=[C:30]([CH2:45][OH:46])[CH:31]=[C:32]([N:34]=[CH:35][C:36]2[CH:44]=[C:39]3[CH:40]=[CH:41][CH:42]=[CH:43][N:38]3[N:37]=2)[CH:33]=1. The catalyst is [Cl-].C([N+]1C(C)=C(CCO)SC=1)C1C=CC=CC=1.C(O)C. The product is [OH:46][CH2:45][C:30]1[CH:31]=[C:32]([NH:34][CH:35]([C:36]2[CH:44]=[C:39]3[CH:40]=[CH:41][CH:42]=[CH:43][N:38]3[N:37]=2)[C:8]([C:10]2[C:18]3[C:13](=[CH:14][CH:15]=[CH:16][CH:17]=3)[NH:12][CH:11]=2)=[O:9])[CH:33]=[C:28]([O:27][CH3:26])[CH:29]=1. The yield is 0.100. (5) The reactants are [Br:1][C:2]1[CH:7]=[CH:6][C:5]([CH2:8][C:9]([O:11]C)=[O:10])=[C:4]([N+:13]([O-:15])=O)[CH:3]=1.OS(O)(=O)=O. No catalyst specified. The product is [Br:1][C:2]1[CH:7]=[CH:6][C:5]2[C:4]([CH:3]=1)=[N:13][O:15][C:8]=2[C:9]([OH:11])=[O:10]. The yield is 0.320. (6) The reactants are [CH:1]1([CH2:4][O:5][C:6]2[N:11]=[C:10]([C:12]([OH:14])=O)[CH:9]=[CH:8][C:7]=2[N:15]2[CH2:18][C:17]([F:20])([F:19])[CH2:16]2)[CH2:3][CH2:2]1.[NH2:21][CH2:22][C:23]1([C:26]([O:28][CH2:29][CH3:30])=[O:27])[CH2:25][CH2:24]1.CN(C(ON1N=NC2C=CC=CC1=2)=[N+](C)C)C.[B-](F)(F)(F)F.CCN(C(C)C)C(C)C. No catalyst specified. The product is [CH:1]1([CH2:4][O:5][C:6]2[N:11]=[C:10]([C:12]([NH:21][CH2:22][C:23]3([C:26]([O:28][CH2:29][CH3:30])=[O:27])[CH2:25][CH2:24]3)=[O:14])[CH:9]=[CH:8][C:7]=2[N:15]2[CH2:18][C:17]([F:20])([F:19])[CH2:16]2)[CH2:2][CH2:3]1. The yield is 0.850. (7) The reactants are [C:1]1([NH2:11])[C:10]2[CH2:9][CH2:8][CH2:7][CH2:6][C:5]=2[CH:4]=[CH:3][CH:2]=1.N1C2C(=CC=C3CCCC3=2)[C:14](=[O:24])[C:13]1=[O:25]. No catalyst specified. The product is [CH:7]1[CH:6]=[C:5]2[CH:4]=[CH:3][C:2]3[C:13](=[O:25])[C:14](=[O:24])[NH:11][C:1]=3[C:10]2=[CH:9][CH:8]=1. The yield is 0.540.